Task: Predict the reaction yield, written as a fraction of the theoretical maximum amount of product (1.0 means a 100% yield; for example, 0.34 means a 34% yield).. Dataset: Reaction yield outcomes from USPTO patents with 853,638 reactions (1) The reactants are [C:1]([C:3]1[C:8](=O)[NH:7][C:6]([C:10]2[CH:21]=[CH:20][C:13]([C:14]([O:16]C(C)C)=[O:15])=[CH:12][CH:11]=2)=[CH:5][C:4]=1[S:22][CH3:23])#[N:2].P(Cl)(Cl)([Cl:26])=O.CN(C=O)C.Cl. The catalyst is O. The product is [Cl:26][C:8]1[N:7]=[C:6]([C:10]2[CH:21]=[CH:20][C:13]([C:14]([OH:16])=[O:15])=[CH:12][CH:11]=2)[CH:5]=[C:4]([S:22][CH3:23])[C:3]=1[C:1]#[N:2]. The yield is 0.700. (2) The reactants are [CH3:1][O:2][C:3]([N:5]1[CH2:10][CH2:9][CH:8]([CH2:11][OH:12])[CH2:7][CH2:6]1)=[O:4].C(=O)(O)[O-].[Na+].[Br-].[Na+].Cl[O-].[Na+]. The catalyst is ClCCl.O. The product is [CH3:1][O:2][C:3]([N:5]1[CH2:6][CH2:7][CH:8]([CH:11]=[O:12])[CH2:9][CH2:10]1)=[O:4]. The yield is 0.900. (3) The reactants are C([O:4][CH2:5][C:6]1[CH:7]=[C:8]2[CH:14]([CH3:15])[CH2:13][O:12][C:9]2=[CH:10][N:11]=1)(=O)C.[OH-].[Na+]. The catalyst is O1CCOCC1. The product is [CH3:15][C:14]1[C:8]2[C:9](=[CH:10][N:11]=[C:6]([CH2:5][OH:4])[CH:7]=2)[O:12][CH:13]=1. The yield is 0.840. (4) The reactants are [CH2:1]([C:3]([C:28]1[CH:33]=[CH:32][C:31]([B:34]2[O:38][C:37]([CH3:40])([CH3:39])[C:36]([CH3:42])([CH3:41])[O:35]2)=[C:30]([CH3:43])[CH:29]=1)([C:6]1[CH:11]=[CH:10][C:9]([C:12]#[C:13][C:14]([O:23][CH2:24][O:25][CH3:26])([C:19]([F:22])([F:21])[F:20])[C:15]([F:18])([F:17])[F:16])=[C:8]([CH3:27])[CH:7]=1)[CH2:4][CH3:5])[CH3:2].[H][H]. The catalyst is CO.[C].[Pd]. The product is [CH2:1]([C:3]([C:28]1[CH:33]=[CH:32][C:31]([B:34]2[O:35][C:36]([CH3:42])([CH3:41])[C:37]([CH3:39])([CH3:40])[O:38]2)=[C:30]([CH3:43])[CH:29]=1)([C:6]1[CH:11]=[CH:10][C:9]([CH2:12][CH2:13][C:14]([O:23][CH2:24][O:25][CH3:26])([C:15]([F:18])([F:16])[F:17])[C:19]([F:22])([F:20])[F:21])=[C:8]([CH3:27])[CH:7]=1)[CH2:4][CH3:5])[CH3:2]. The yield is 0.890. (5) The reactants are [F:1][C:2]1[CH:12]=[CH:11][C:5]([C:6]([O:8][CH2:9][CH3:10])=[O:7])=[CH:4][C:3]=1[C:13]([N:15]1[CH2:24][CH2:23][C:22]2[C:17](=[CH:18][CH:19]=[CH:20][CH:21]=2)[CH2:16]1)=[O:14].C1C2[C:29](=[CH:30][CH:31]=CC=2)[CH2:28][CH2:27]N1C(C1C=C(I)C=CC=1F)=O.C(O)C1C=CC=CC=1. No catalyst specified. The product is [F:1][C:2]1[CH:12]=[CH:11][C:5]([C:6]([O:8][CH2:9][C:10]2[CH:31]=[CH:30][CH:29]=[CH:28][CH:27]=2)=[O:7])=[CH:4][C:3]=1[C:13]([N:15]1[CH2:24][CH2:23][C:22]2[C:17](=[CH:18][CH:19]=[CH:20][CH:21]=2)[CH2:16]1)=[O:14]. The yield is 0.810. (6) The reactants are C(O[C:6]([N:8]1[CH2:11][CH:10]([N:12]2[CH:16]=[C:15]([C:17]3[CH:38]=[CH:37][C:20]4[C:21]5[N:22]=[C:23]([C:29]6[N:30]([CH:34]([CH3:36])[CH3:35])[N:31]=[CH:32][N:33]=6)[S:24][C:25]=5[CH2:26][CH2:27][O:28][C:19]=4[CH:18]=3)[CH:14]=[N:13]2)[CH2:9]1)=[O:7])(C)(C)C.F[C:40](F)(F)[C:41](O)=[O:42].CCN(C(C)C)C(C)C.C(O)(=O)C(C)O.CN(C(ON1N=NC2C=CC=NC1=2)=[N+](C)C)C.F[P-](F)(F)(F)(F)F. The catalyst is C(Cl)Cl. The product is [OH:42][CH:41]([CH3:40])[C:6]([N:8]1[CH2:9][CH:10]([N:12]2[CH:16]=[C:15]([C:17]3[CH:38]=[CH:37][C:20]4[C:21]5[N:22]=[C:23]([C:29]6[N:30]([CH:34]([CH3:36])[CH3:35])[N:31]=[CH:32][N:33]=6)[S:24][C:25]=5[CH2:26][CH2:27][O:28][C:19]=4[CH:18]=3)[CH:14]=[N:13]2)[CH2:11]1)=[O:7]. The yield is 0.160. (7) The reactants are Br[CH2:2][C:3]1[N:7]([CH3:8])[N:6]=[C:5]([N+:9]([O-:11])=[O:10])[CH:4]=1.[NH:12]1[CH2:15][CH2:14][CH2:13]1.C(N(C(C)C)CC)(C)C. The catalyst is O1CCCC1. The product is [N:12]1([CH2:2][C:3]2[N:7]([CH3:8])[N:6]=[C:5]([N+:9]([O-:11])=[O:10])[CH:4]=2)[CH2:15][CH2:14][CH2:13]1. The yield is 0.900. (8) The reactants are C1N2CCN(CC2)C1.[CH2:9]([O:11][C:12]([C:14]1[C:15](=[O:25])[NH:16][C:17]2[C:22]([C:23]=1Cl)=[CH:21][CH:20]=[CH:19][N:18]=2)=[O:13])[CH3:10].[N:26]1([C:32]([C:34]2[S:35][CH:36]=[CH:37][CH:38]=2)=[O:33])[CH2:31][CH2:30][NH:29][CH2:28][CH2:27]1. The catalyst is CC(N(C)C)=O. The product is [CH2:9]([O:11][C:12]([C:14]1[C:15](=[O:25])[NH:16][C:17]2[C:22]([C:23]=1[N:29]1[CH2:30][CH2:31][N:26]([C:32]([C:34]3[S:35][CH:36]=[CH:37][CH:38]=3)=[O:33])[CH2:27][CH2:28]1)=[CH:21][CH:20]=[CH:19][N:18]=2)=[O:13])[CH3:10]. The yield is 0.390. (9) The yield is 0.800. No catalyst specified. The reactants are [CH:1]([C:3]1[CH:11]=[CH:10][C:6]([C:7]([OH:9])=[O:8])=[C:5]([CH3:12])[CH:4]=1)=[O:2].S(=O)(=O)(O)O.[CH2:18](O)[CH3:19]. The product is [CH:1]([C:3]1[CH:11]=[CH:10][C:6]([C:7]([O:9][CH2:18][CH3:19])=[O:8])=[C:5]([CH3:12])[CH:4]=1)=[O:2].